Dataset: NCI-60 drug combinations with 297,098 pairs across 59 cell lines. Task: Regression. Given two drug SMILES strings and cell line genomic features, predict the synergy score measuring deviation from expected non-interaction effect. (1) Drug 1: CC1=C2C(C(=O)C3(C(CC4C(C3C(C(C2(C)C)(CC1OC(=O)C(C(C5=CC=CC=C5)NC(=O)C6=CC=CC=C6)O)O)OC(=O)C7=CC=CC=C7)(CO4)OC(=O)C)O)C)OC(=O)C. Drug 2: CC(C)CN1C=NC2=C1C3=CC=CC=C3N=C2N. Cell line: CAKI-1. Synergy scores: CSS=24.5, Synergy_ZIP=-1.74, Synergy_Bliss=6.34, Synergy_Loewe=4.01, Synergy_HSA=4.02. (2) Drug 1: CC1=C2C(C(=O)C3(C(CC4C(C3C(C(C2(C)C)(CC1OC(=O)C(C(C5=CC=CC=C5)NC(=O)OC(C)(C)C)O)O)OC(=O)C6=CC=CC=C6)(CO4)OC(=O)C)OC)C)OC. Drug 2: COCCOC1=C(C=C2C(=C1)C(=NC=N2)NC3=CC=CC(=C3)C#C)OCCOC.Cl. Cell line: HOP-92. Synergy scores: CSS=43.7, Synergy_ZIP=6.62, Synergy_Bliss=6.64, Synergy_Loewe=-1.10, Synergy_HSA=9.02. (3) Drug 1: C(=O)(N)NO. Drug 2: C1CCC(C(C1)N)N.C(=O)(C(=O)[O-])[O-].[Pt+4]. Cell line: TK-10. Synergy scores: CSS=13.6, Synergy_ZIP=-3.06, Synergy_Bliss=0.155, Synergy_Loewe=-10.1, Synergy_HSA=-0.0167. (4) Drug 1: CCN(CC)CCNC(=O)C1=C(NC(=C1C)C=C2C3=C(C=CC(=C3)F)NC2=O)C. Drug 2: CCC1(C2=C(COC1=O)C(=O)N3CC4=CC5=C(C=CC(=C5CN(C)C)O)N=C4C3=C2)O.Cl. Cell line: KM12. Synergy scores: CSS=25.9, Synergy_ZIP=-3.02, Synergy_Bliss=-2.00, Synergy_Loewe=-0.777, Synergy_HSA=-1.48. (5) Drug 1: C1CCC(C1)C(CC#N)N2C=C(C=N2)C3=C4C=CNC4=NC=N3. Drug 2: C1=CC(=C2C(=C1NCCNCCO)C(=O)C3=C(C=CC(=C3C2=O)O)O)NCCNCCO. Cell line: UACC-257. Synergy scores: CSS=9.27, Synergy_ZIP=-0.253, Synergy_Bliss=0.371, Synergy_Loewe=-48.3, Synergy_HSA=-2.30. (6) Drug 1: CC(C1=C(C=CC(=C1Cl)F)Cl)OC2=C(N=CC(=C2)C3=CN(N=C3)C4CCNCC4)N. Drug 2: CCC1=C2CN3C(=CC4=C(C3=O)COC(=O)C4(CC)O)C2=NC5=C1C=C(C=C5)O. Cell line: LOX IMVI. Synergy scores: CSS=42.6, Synergy_ZIP=0.145, Synergy_Bliss=-0.595, Synergy_Loewe=0.336, Synergy_HSA=1.18. (7) Synergy scores: CSS=52.9, Synergy_ZIP=-9.58, Synergy_Bliss=-4.62, Synergy_Loewe=-1.93, Synergy_HSA=0.829. Drug 1: C1=NC(=NC(=O)N1C2C(C(C(O2)CO)O)O)N. Drug 2: C1CCC(C(C1)N)N.C(=O)(C(=O)[O-])[O-].[Pt+4]. Cell line: HCT-15. (8) Drug 1: CN(CC1=CN=C2C(=N1)C(=NC(=N2)N)N)C3=CC=C(C=C3)C(=O)NC(CCC(=O)O)C(=O)O. Drug 2: CC1CCCC2(C(O2)CC(NC(=O)CC(C(C(=O)C(C1O)C)(C)C)O)C(=CC3=CSC(=N3)C)C)C. Cell line: HT29. Synergy scores: CSS=78.7, Synergy_ZIP=-0.527, Synergy_Bliss=-0.874, Synergy_Loewe=-0.0783, Synergy_HSA=3.21. (9) Synergy scores: CSS=9.36, Synergy_ZIP=-4.20, Synergy_Bliss=-3.25, Synergy_Loewe=-10.3, Synergy_HSA=-3.36. Drug 1: CC(C1=C(C=CC(=C1Cl)F)Cl)OC2=C(N=CC(=C2)C3=CN(N=C3)C4CCNCC4)N. Drug 2: CS(=O)(=O)OCCCCOS(=O)(=O)C. Cell line: MDA-MB-231. (10) Drug 1: CC(C)NC(=O)C1=CC=C(C=C1)CNNC.Cl. Drug 2: CC1C(C(CC(O1)OC2CC(CC3=C2C(=C4C(=C3O)C(=O)C5=C(C4=O)C(=CC=C5)OC)O)(C(=O)CO)O)N)O.Cl. Cell line: UACC62. Synergy scores: CSS=51.6, Synergy_ZIP=-3.17, Synergy_Bliss=-3.29, Synergy_Loewe=-8.37, Synergy_HSA=-0.714.